From a dataset of Catalyst prediction with 721,799 reactions and 888 catalyst types from USPTO. Predict which catalyst facilitates the given reaction. (1) Reactant: C(=O)([O-])[O-].[K+].[K+].[Cl:7][C:8]1[N:13]=[C:12](Cl)[C:11]([Cl:15])=[CH:10][N:9]=1.[CH:16]1([NH2:20])[CH2:19][CH2:18][CH2:17]1. Product: [Cl:7][C:8]1[N:13]=[C:12]([NH:20][CH:16]2[CH2:19][CH2:18][CH2:17]2)[C:11]([Cl:15])=[CH:10][N:9]=1. The catalyst class is: 10. (2) Reactant: [F:1][C:2]1[CH:3]=[C:4]2[N:10]=[CH:9][NH:8][C:5]2=[N:6][CH:7]=1.[H-].[Na+].Cl[CH2:14][C:15]1[CH:25]=[CH:24][C:18]2[N:19]=[C:20]([S:22][CH3:23])[O:21][C:17]=2[CH:16]=1.O. Product: [F:1][C:2]1[CH:3]=[C:4]2[N:10]=[CH:9][N:8]([CH2:14][C:15]3[CH:25]=[CH:24][C:18]4[N:19]=[C:20]([S:22][CH3:23])[O:21][C:17]=4[CH:16]=3)[C:5]2=[N:6][CH:7]=1. The catalyst class is: 3. (3) Reactant: [CH2:1]([NH:8][C:9]1[CH:13]=[C:12]([C:14]2[CH:19]=[CH:18][N:17]=[CH:16][CH:15]=2)[S:11][C:10]=1[C:20]([NH2:22])=[O:21])[C:2]1[CH:7]=[CH:6][CH:5]=[CH:4][CH:3]=1.[CH3:23][C:24]([CH3:26])=O.O.C1(C)C=CC(S(O)(=O)=O)=CC=1.C(=O)([O-])O.[Na+]. Product: [CH2:1]([N:8]1[C:9]2[CH:13]=[C:12]([C:14]3[CH:19]=[CH:18][N:17]=[CH:16][CH:15]=3)[S:11][C:10]=2[C:20](=[O:21])[NH:22][C:24]1([CH3:26])[CH3:23])[C:2]1[CH:7]=[CH:6][CH:5]=[CH:4][CH:3]=1. The catalyst class is: 15. (4) Reactant: [CH:1]1([NH2:7])[CH2:6][CH2:5][CH2:4][CH2:3][CH2:2]1.[C:8]1(=O)[CH2:13][CH2:12][CH2:11][CH2:10][CH2:9]1. Product: [CH:1]1([N:7]=[C:8]2[CH2:13][CH2:12][CH2:11][CH2:10][CH2:9]2)[CH2:6][CH2:5][CH2:4][CH2:3][CH2:2]1. The catalyst class is: 48. (5) Reactant: [NH2:1][C:2]1[S:3][C:4]([CH3:9])=[CH:5][C:6]=1[C:7]#[N:8].F[C:11]1[CH:16]=[CH:15][CH:14]=[CH:13][C:12]=1[N+:17]([O-:19])=[O:18].[OH-].[K+]. Product: [CH3:9][C:4]1[S:3][C:2]([NH:1][C:11]2[CH:16]=[CH:15][CH:14]=[CH:13][C:12]=2[N+:17]([O-:19])=[O:18])=[C:6]([C:7]#[N:8])[CH:5]=1. The catalyst class is: 58.